Dataset: Forward reaction prediction with 1.9M reactions from USPTO patents (1976-2016). Task: Predict the product of the given reaction. (1) Given the reactants [CH:1]1([N:7]=[C:8]2[S:12][C:11]([C:13]3[CH:20]=[CH:19][C:16]([C:17]#[N:18])=[CH:15][CH:14]=3)=[N:10][N:9]2[CH3:21])[CH2:6][CH2:5][CH:4]=[CH:3][CH2:2]1.C([O-])([O-])=[O:23].[Na+].[Na+].OO, predict the reaction product. The product is: [CH:1]1([N:7]=[C:8]2[S:12][C:11]([C:13]3[CH:14]=[CH:15][C:16]([C:17]([NH2:18])=[O:23])=[CH:19][CH:20]=3)=[N:10][N:9]2[CH3:21])[CH2:6][CH2:5][CH:4]=[CH:3][CH2:2]1. (2) Given the reactants [C:1]([O:5][C:6]([N:8]1[CH2:13][CH2:12][CH2:11][C@H:10]([C:14]([OH:16])=O)[CH2:9]1)=[O:7])([CH3:4])([CH3:3])[CH3:2].CN(C(ON1N=NC2C=CC=NC1=2)=[N+](C)C)C.F[P-](F)(F)(F)(F)F.CCN(C(C)C)C(C)C.Cl.[CH2:51]([O:58][C:59](=[O:78])[NH:60][CH2:61][CH2:62][CH2:63][CH2:64][C@H:65]([NH2:77])[C:66]([C:68]1[S:69][C:70]2[CH:76]=[CH:75][CH:74]=[CH:73][C:71]=2[N:72]=1)=[O:67])[C:52]1[CH:57]=[CH:56][CH:55]=[CH:54][CH:53]=1, predict the reaction product. The product is: [C:1]([O:5][C:6]([N:8]1[CH2:13][CH2:12][CH2:11][C@H:10]([C:14](=[O:16])[NH:77][C@H:65]([C:66]([C:68]2[S:69][C:70]3[CH:76]=[CH:75][CH:74]=[CH:73][C:71]=3[N:72]=2)=[O:67])[CH2:64][CH2:63][CH2:62][CH2:61][NH:60][C:59]([O:58][CH2:51][C:52]2[CH:57]=[CH:56][CH:55]=[CH:54][CH:53]=2)=[O:78])[CH2:9]1)=[O:7])([CH3:2])([CH3:3])[CH3:4]. (3) Given the reactants [C:1]1([CH3:9])[CH:6]=[CH:5][C:4]([CH:7]=O)=[CH:3][CH:2]=1.[CH3:10][NH:11][CH2:12][CH2:13][OH:14].C(O)(=O)C.[BH4-].[Na+], predict the reaction product. The product is: [CH3:10][N:11]([CH2:7][C:4]1[CH:5]=[CH:6][C:1]([CH3:9])=[CH:2][CH:3]=1)[CH2:12][CH2:13][OH:14]. (4) Given the reactants C(O[C:6]([N:8]1[CH2:12][CH2:11][C@H:10]([NH:13][C:14]2[C:15]3[CH2:23][N:22]([C:24]4[CH:25]=[N:26][C:27]([O:34][CH3:35])=[C:28]([C:30]([F:33])([F:32])[F:31])[CH:29]=4)[CH2:21][CH2:20][C:16]=3[N:17]=[CH:18][N:19]=2)[CH2:9]1)=[O:7])(C)(C)C.[C:36](O)([C:38](F)(F)F)=O.C([O-])(O)=O.[Na+].C(Cl)(=O)CC, predict the reaction product. The product is: [CH3:35][O:34][C:27]1[N:26]=[CH:25][C:24]([N:22]2[CH2:21][CH2:20][C:16]3[N:17]=[CH:18][N:19]=[C:14]([NH:13][C@H:10]4[CH2:11][CH2:12][N:8]([C:6](=[O:7])[CH2:36][CH3:38])[CH2:9]4)[C:15]=3[CH2:23]2)=[CH:29][C:28]=1[C:30]([F:33])([F:31])[F:32]. (5) Given the reactants [N:1]1([NH:7][C:8]2[C:17]3[C:12](=[CH:13][CH:14]=[CH:15][CH:16]=3)[N:11]=[CH:10][C:9]=2[N+:18]([O-])=O)[CH2:6][CH2:5][O:4][CH2:3][CH2:2]1, predict the reaction product. The product is: [N:1]1([NH:7][C:8]2[C:17]3[C:12](=[CH:13][CH:14]=[CH:15][CH:16]=3)[N:11]=[CH:10][C:9]=2[NH2:18])[CH2:2][CH2:3][O:4][CH2:5][CH2:6]1. (6) Given the reactants [OH:1][C:2]1[CH:7]=[CH:6][CH:5]=[CH:4][C:3]=1[C:8](=[O:10])[CH3:9].[OH-].[Na+], predict the reaction product. The product is: [OH:1][C:2]1[CH:7]=[CH:6][CH:5]=[CH:4][C:3]=1[CH:8]([OH:10])[CH3:9]. (7) The product is: [O:1]1[CH:5]=[CH:4][C:3]([C:6]2[CH:11]=[CH:10][CH:9]=[C:8]([CH3:12])[C:7]=2[O:13][CH2:15][C:16]([O:18][CH3:19])=[O:17])=[CH:2]1. Given the reactants [O:1]1[CH:5]=[CH:4][C:3]([C:6]2[CH:11]=[CH:10][CH:9]=[C:8]([CH3:12])[C:7]=2[OH:13])=[CH:2]1.Br[CH2:15][C:16]([O:18][CH3:19])=[O:17].C(=O)([O-])[O-].[Cs+].[Cs+], predict the reaction product.